From a dataset of Reaction yield outcomes from USPTO patents with 853,638 reactions. Predict the reaction yield, written as a fraction of the theoretical maximum amount of product (1.0 means a 100% yield; for example, 0.34 means a 34% yield). (1) The reactants are [CH3:1][C@@H:2]1[CH2:8][C:7]2[CH:9]=[C:10]3[O:15][CH2:14][O:13][C:11]3=[CH:12][C:6]=2[C:5]([C:16]2[CH:21]=[CH:20][C:19]([N+:22]([O-:24])=[O:23])=[C:18]([CH3:25])[CH:17]=2)=[N:4][N:3]1[C:26](=[S:29])[NH:27][NH2:28].Cl[CH2:31][C:32](OC1C(Cl)=C(Cl)C(Cl)=C(Cl)C=1Cl)=[O:33]. The catalyst is C(Cl)(Cl)Cl. The product is [O:33]=[C:32]1[CH2:31][S:29][C:26]([N:3]2[C@H:2]([CH3:1])[CH2:8][C:7]3[CH:9]=[C:10]4[O:15][CH2:14][O:13][C:11]4=[CH:12][C:6]=3[C:5]([C:16]3[CH:21]=[CH:20][C:19]([N+:22]([O-:24])=[O:23])=[C:18]([CH3:25])[CH:17]=3)=[N:4]2)=[N:27][NH:28]1. The yield is 0.700. (2) The yield is 0.770. The catalyst is ClCCl. The reactants are [F:1][C:2]1([F:32])[CH2:6][NH:5][C@H:4]([CH2:7][N:8]2[C:12]3=[N:13][CH:14]=[N:15][C:16]([NH2:17])=[C:11]3[C:10]([C:18]3[CH:23]=[CH:22][C:21]([O:24][C:25]4[CH:30]=[CH:29][CH:28]=[CH:27][CH:26]=4)=[CH:20][C:19]=3[F:31])=[N:9]2)[CH2:3]1.[C:33]([CH2:35][C:36](O)=[O:37])#[N:34].CN(C(ON1N=NC2C=CC=NC1=2)=[N+](C)C)C.F[P-](F)(F)(F)(F)F. The product is [NH2:17][C:16]1[N:15]=[CH:14][N:13]=[C:12]2[N:8]([CH2:7][C@@H:4]3[CH2:3][C:2]([F:1])([F:32])[CH2:6][N:5]3[C:36](=[O:37])[CH2:35][C:33]#[N:34])[N:9]=[C:10]([C:18]3[CH:23]=[CH:22][C:21]([O:24][C:25]4[CH:30]=[CH:29][CH:28]=[CH:27][CH:26]=4)=[CH:20][C:19]=3[F:31])[C:11]=12. (3) The reactants are [C:1]([NH:4][C:5]1[CH:10]=[CH:9][C:8]([S:11](Cl)(=[O:13])=[O:12])=[C:7]([F:15])[CH:6]=1)(=[O:3])[CH3:2].[CH3:16][NH2:17]. The catalyst is ClCCl.C1COCC1. The product is [F:15][C:7]1[CH:6]=[C:5]([NH:4][C:1](=[O:3])[CH3:2])[CH:10]=[CH:9][C:8]=1[S:11](=[O:13])(=[O:12])[NH:17][CH3:16]. The yield is 0.790. (4) The reactants are [NH2:1][C:2]1[CH:21]=[CH:20][C:5]([O:6][C:7]2[CH:12]=[CH:11][N:10]=[C:9]3[CH:13]=[C:14]([C:16]([O:18][CH3:19])=[O:17])[S:15][C:8]=23)=[C:4]([F:22])[CH:3]=1.Cl.Cl.N1C2C(=NC=CC=2OC2C=CC(N[C:42]([NH:44][C:45](=[O:55])[CH2:46][C:47]3[C:52]([Cl:53])=[CH:51][CH:50]=[CH:49][C:48]=3Cl)=[S:43])=CC=2F)C=C1.C1(CC(N=C=S)=O)C=CC=CC=1. No catalyst specified. The product is [ClH:53].[F:22][C:4]1[CH:3]=[C:2]([NH:1][C:42]([NH:44][C:45](=[O:55])[CH2:46][C:47]2[CH:48]=[CH:49][CH:50]=[CH:51][CH:52]=2)=[S:43])[CH:21]=[CH:20][C:5]=1[O:6][C:7]1[CH:12]=[CH:11][N:10]=[C:9]2[CH:13]=[C:14]([C:16]([O:18][CH3:19])=[O:17])[S:15][C:8]=12. The yield is 0.720. (5) The reactants are [OH:1][C:2]1[CH:10]=[CH:9][C:5]([C:6]([OH:8])=[O:7])=[CH:4][C:3]=1[O:11][CH3:12].[N:13]1([CH2:18][CH2:19][CH2:20][Cl:21])[CH2:17][CH2:16][CH2:15][CH2:14]1.C(=O)([O-])[O-].[K+].[K+].[I-].[K+]. The catalyst is CN(C=O)C. The product is [ClH:21].[CH3:12][O:11][C:3]1[CH:4]=[C:5]([CH:9]=[CH:10][C:2]=1[O:1][CH2:20][CH2:19][CH2:18][N:13]1[CH2:17][CH2:16][CH2:15][CH2:14]1)[C:6]([OH:8])=[O:7]. The yield is 0.770. (6) The product is [OH:45][CH2:23][CH2:22][N:24]1[C:32]2[C:27](=[CH:28][CH:29]=[CH:30][CH:31]=2)[C:26]([CH2:33][N:34]([CH3:35])[C:19](=[O:21])/[CH:18]=[CH:17]/[C:12]2[CH:13]=[N:14][C:15]3[NH:16][C:7](=[O:6])[CH2:8][CH2:9][C:10]=3[CH:11]=2)=[CH:25]1. The catalyst is CN(C=O)C. The yield is 0.610. The reactants are C(Cl)CCl.Cl.[O:6]=[C:7]1[NH:16][C:15]2[N:14]=[CH:13][C:12](/[CH:17]=[CH:18]/[C:19]([OH:21])=O)=[CH:11][C:10]=2[CH2:9][CH2:8]1.[CH2:22]([N:24]1[C:32]2[C:27](=[CH:28][CH:29]=[CH:30][CH:31]=2)[C:26]([CH2:33][NH:34][CH3:35])=[CH:25]1)[CH3:23].C1C=CC2N([OH:45])N=NC=2C=1.O.C(N(C(C)C)CC)(C)C. (7) The product is [CH:2]1([NH:7][C:8]2[N:10]=[C:35]([C:34]3[C:22]([C:19]4[CH:18]=[CH:17][C:16]([F:15])=[CH:21][CH:20]=4)=[N:23][N:24]4[CH:29]=[C:28]([C:30]([F:32])([F:31])[F:33])[CH:27]=[CH:26][C:25]=34)[CH:36]=[CH:37][N:9]=2)[CH2:6][CH2:5][CH2:4][CH2:3]1. The yield is 0.980. The catalyst is C(O)C.O. The reactants are Cl.[CH:2]1([NH:7][C:8]([NH2:10])=[NH:9])[CH2:6][CH2:5][CH2:4][CH2:3]1.[O-]CC.[Na+].[F:15][C:16]1[CH:21]=[CH:20][C:19]([C:22]2[C:34]([C:35](=O)[C:36]#[CH:37])=[C:25]3[CH:26]=[CH:27][C:28]([C:30]([F:33])([F:32])[F:31])=[CH:29][N:24]3[N:23]=2)=[CH:18][CH:17]=1. (8) The reactants are F[C@H:2]1[CH2:6][CH2:5][N:4]([C:7]2[C:12]([CH2:13][O:14][C:15]3[C:24]4[C:23](=[O:25])OC(C)(C)[O:20][C:19]=4[CH:18]=[CH:17][CH:16]=3)=[CH:11][CH:10]=[CH:9][N:8]=2)[CH2:3]1.CC(C[AlH]CC(C)C)C.CO.[C:39]([CH:42](C(C([O-])=O)O)O)([O-])=[O:40].[Na+].[K+]. The catalyst is C(Cl)Cl. The product is [CH:6]12[O:40][CH:39]([CH2:3][CH2:2]1)[CH2:42][N:4]([C:7]1[C:12]([CH2:13][O:14][C:15]3[CH:16]=[CH:17][CH:18]=[C:19]([OH:20])[C:24]=3[CH:23]=[O:25])=[CH:11][CH:10]=[CH:9][N:8]=1)[CH2:5]2. The yield is 0.280.